This data is from Forward reaction prediction with 1.9M reactions from USPTO patents (1976-2016). The task is: Predict the product of the given reaction. (1) The product is: [Cl:16][C:9]1[C:10]2[C:5](=[CH:4][CH:3]=[C:2]([Cl:1])[CH:11]=2)[C:6]([CH3:13])=[N:7][N:8]=1. Given the reactants [Cl:1][C:2]1[CH:11]=[C:10]2[C:5]([C:6]([CH3:13])=[N:7][N:8]=[C:9]2O)=[CH:4][CH:3]=1.P(Cl)(Cl)([Cl:16])=O, predict the reaction product. (2) Given the reactants [C:1]([CH2:3][C:4]([O:6][C:7]([CH3:10])([CH3:9])[CH3:8])=[O:5])#[N:2].[CH:11](OCC)(OCC)OCC.C(OC(=O)C)(=O)C.Cl.[NH:29]([C:31]1[CH:40]=[CH:39][C:34]([C:35]([O:37][CH3:38])=[O:36])=[CH:33][CH:32]=1)[NH2:30].CCN(C(C)C)C(C)C, predict the reaction product. The product is: [NH2:2][C:1]1[N:29]([C:31]2[CH:32]=[CH:33][C:34]([C:35]([O:37][CH3:38])=[O:36])=[CH:39][CH:40]=2)[N:30]=[CH:11][C:3]=1[C:4]([O:6][C:7]([CH3:10])([CH3:9])[CH3:8])=[O:5]. (3) Given the reactants Br[C:2]1[CH:7]=[C:6]([Cl:8])[CH:5]=[CH:4][C:3]=1[CH3:9].[C:10]1(B(O)O)[CH:15]=[CH:14][CH:13]=[CH:12][CH:11]=1.P(C1C=CC=CC=1)(C1C=CC=CC=1)C1C=CC=CC=1.C([O-])([O-])=O.[K+].[K+], predict the reaction product. The product is: [Cl:8][C:6]1[CH:5]=[CH:4][C:3]([CH3:9])=[C:2]([C:10]2[CH:15]=[CH:14][CH:13]=[CH:12][CH:11]=2)[CH:7]=1. (4) Given the reactants [F:1][C:2]1[C:7]([F:8])=[CH:6][C:5]([C:9]2[CH:14]=[CH:13][C:12]([O:15][CH2:16][C:17]3[CH:25]=[CH:24][CH:23]=[C:22]4[C:18]=3[CH:19]=[N:20][N:21]4C3CCCCO3)=[CH:11][CH:10]=2)=[C:4]([O:32][CH3:33])[CH:3]=1.Cl.CCOC(C)=O.O, predict the reaction product. The product is: [F:1][C:2]1[C:7]([F:8])=[CH:6][C:5]([C:9]2[CH:10]=[CH:11][C:12]([O:15][CH2:16][C:17]3[CH:25]=[CH:24][CH:23]=[C:22]4[C:18]=3[CH:19]=[N:20][NH:21]4)=[CH:13][CH:14]=2)=[C:4]([O:32][CH3:33])[CH:3]=1. (5) Given the reactants [CH2:1]([N:8]1[C:16]2[C:11](=[CH:12][CH:13]=[C:14](Br)[CH:15]=2)[C:10]([CH3:18])=[C:9]1[C:19]1[CH:24]=[CH:23][CH:22]=[CH:21][CH:20]=1)[C:2]1[CH:7]=[CH:6][CH:5]=[CH:4][CH:3]=1.C([O-])([O-])=O.[K+].[K+].[CH3:31][O:32][C:33]1[CH:38]=[CH:37][C:36](B(O)O)=[CH:35][CH:34]=1.ClCCl, predict the reaction product. The product is: [CH2:1]([N:8]1[C:16]2[C:11](=[CH:12][CH:13]=[C:14]([C:36]3[CH:37]=[CH:38][C:33]([O:32][CH3:31])=[CH:34][CH:35]=3)[CH:15]=2)[C:10]([CH3:18])=[C:9]1[C:19]1[CH:24]=[CH:23][CH:22]=[CH:21][CH:20]=1)[C:2]1[CH:7]=[CH:6][CH:5]=[CH:4][CH:3]=1. (6) Given the reactants [F:1][C:2]1[CH:3]=[C:4]([CH:40]=[CH:41][C:42]=1[OH:43])[CH2:5][C:6]1[C:7]([O:15][C@:16]2([O:34][C@H:33]([CH2:35][O:36][C:37](=[O:39])[CH3:38])[C@@H:28]([O:29][C:30](=[O:32])[CH3:31])[C@H:23]([O:24][C:25](=[O:27])[CH3:26])[C@H:18]2[O:19][C:20](=[O:22])[CH3:21])[OH:17])=[N:8][N:9]([CH:12]([CH3:14])[CH3:13])[C:10]=1[CH3:11].C(=O)([O-])[O-].[Cs+].[Cs+].[CH2:50](Br)[CH3:51].P(=O)(O)(O)O, predict the reaction product. The product is: [F:1][C:2]1[CH:3]=[C:4]([CH:40]=[CH:41][C:42]=1[O:43][CH2:50][CH3:51])[CH2:5][C:6]1[C:7]([O:15][C@:16]2([O:34][C@H:33]([CH2:35][O:36][C:37](=[O:39])[CH3:38])[C@@H:28]([O:29][C:30](=[O:32])[CH3:31])[C@H:23]([O:24][C:25](=[O:27])[CH3:26])[C@H:18]2[O:19][C:20](=[O:22])[CH3:21])[OH:17])=[N:8][N:9]([CH:12]([CH3:13])[CH3:14])[C:10]=1[CH3:11]. (7) Given the reactants [CH3:1][C@:2]1([CH2:5][N:6]2[CH2:11][CH2:10][N:9]([C:12]3[CH:17]=[CH:16][C:15]([O:18][C:19]([F:22])([F:21])[F:20])=[CH:14][CH:13]=3)[CH2:8][CH2:7]2)[CH2:4][O:3]1.[Cl:23][C:24]1[NH:25][CH:26]=[C:27]([N+:29]([O-:31])=[O:30])[N:28]=1.C(=O)([O-])O.[Na+].O, predict the reaction product. The product is: [Cl:23][C:24]1[N:25]([CH2:4][C@@:2]([CH3:1])([OH:3])[CH2:5][N:6]2[CH2:11][CH2:10][N:9]([C:12]3[CH:13]=[CH:14][C:15]([O:18][C:19]([F:22])([F:20])[F:21])=[CH:16][CH:17]=3)[CH2:8][CH2:7]2)[CH:26]=[C:27]([N+:29]([O-:31])=[O:30])[N:28]=1.